From a dataset of Catalyst prediction with 721,799 reactions and 888 catalyst types from USPTO. Predict which catalyst facilitates the given reaction. (1) Reactant: [N+:1]([C:4]1[CH:13]=[C:12]([O:14][CH2:15]COC)[C:11]([OH:19])=[CH:10][C:5]=1[C:6]([O:8][CH3:9])=[O:7])([O-:3])=[O:2].[O:20]1[CH2:25][CH2:24][N:23]([CH2:26][CH2:27][CH2:28]OCl)[CH2:22][CH2:21]1.C([O-])([O-])=O.[K+].[K+].O. Product: [N+:1]([C:4]1[CH:13]=[C:12]([O:14][CH3:15])[C:11]([O:19][CH2:28][CH2:27][CH2:26][N:23]2[CH2:24][CH2:25][O:20][CH2:21][CH2:22]2)=[CH:10][C:5]=1[C:6]([O:8][CH3:9])=[O:7])([O-:3])=[O:2]. The catalyst class is: 9. (2) Reactant: C(N(CC)CC)C.Cl.[Br:9][C:10]1[CH:15]=[CH:14][C:13]([CH:16]2[CH2:20][CH2:19][NH:18][CH2:17]2)=[CH:12][CH:11]=1.[CH3:21][S:22](Cl)(=[O:24])=[O:23]. Product: [Br:9][C:10]1[CH:11]=[CH:12][C:13]([CH:16]2[CH2:20][CH2:19][N:18]([S:22]([CH3:21])(=[O:24])=[O:23])[CH2:17]2)=[CH:14][CH:15]=1. The catalyst class is: 20. (3) Reactant: C[O:2][C:3]([C:5]12[CH2:14][CH:9]3[CH2:10][CH:11]([CH2:13][CH:7]([CH2:8]3)[O:6]1)[CH2:12]2)=[O:4].[OH-].[Na+]. Product: [C:5]12([C:3]([OH:4])=[O:2])[CH2:14][CH:9]3[CH2:10][CH:11]([CH2:13][CH:7]([CH2:8]3)[O:6]1)[CH2:12]2. The catalyst class is: 24.